Dataset: Catalyst prediction with 721,799 reactions and 888 catalyst types from USPTO. Task: Predict which catalyst facilitates the given reaction. (1) Reactant: [CH3:1][O:2][C:3]1[CH:4]=[C:5]([CH:15]=[CH:16][C:17]=1[N+:18]([O-:20])=[O:19])[CH2:6][P:7](=O)([O:11]CC)[O:8][CH2:9][CH3:10].S(Cl)([Cl:23])=O. Product: [Cl:23][P:7]([CH2:6][C:5]1[CH:15]=[CH:16][C:17]([N+:18]([O-:20])=[O:19])=[C:3]([O:2][CH3:1])[CH:4]=1)(=[O:11])[O:8][CH2:9][CH3:10]. The catalyst class is: 3. (2) Reactant: Br[C:2]1[C:3]([CH3:23])=[CH:4][C:5]([N:8]([C:16]([O:18][C:19]([CH3:22])([CH3:21])[CH3:20])=[O:17])C(OC(C)(C)C)=O)=[N:6][CH:7]=1.[CH3:24]B1OB(C)OB(C)O1.C([O-])([O-])=O.[Cs+].[Cs+]. Product: [CH3:23][C:3]1[C:2]([CH3:24])=[CH:7][N:6]=[C:5]([NH:8][C:16](=[O:17])[O:18][C:19]([CH3:20])([CH3:21])[CH3:22])[CH:4]=1. The catalyst class is: 62. (3) Reactant: [CH3:1][C@@H:2]([OH:7])[CH2:3][C@H:4]([OH:6])[CH3:5].[F:8][C:9]([F:39])([F:38])[C:10]1[CH:11]=[C:12]([C:16]2[CH:37]=[CH:36][C:19]3[NH:20][C:21]([NH:23][C:24]([C:26]4[N:27]=[C:28]5[CH:33]=[CH:32][C:31](Cl)=[N:30][N:29]5[CH:35]=4)=[O:25])=[N:22][C:18]=3[CH:17]=2)[CH:13]=[CH:14][CH:15]=1.O. Product: [F:39][C:9]([F:8])([F:38])[C:10]1[CH:11]=[C:12]([C:16]2[CH:37]=[CH:36][C:19]3[NH:20][C:21]([NH:23][C:24]([C:26]4[N:27]=[C:28]5[CH:33]=[CH:32][C:31]([O:6][C@H:4]([CH3:5])[CH2:3][C@H:2]([OH:7])[CH3:1])=[N:30][N:29]5[CH:35]=4)=[O:25])=[N:22][C:18]=3[CH:17]=2)[CH:13]=[CH:14][CH:15]=1. The catalyst class is: 3. (4) Reactant: C(=O)([O-])[O-].[Na+].[Na+].C(O)CCCCCCC.C(OC(C)=C)(=O)C.C(OCCCCCCCC)(C)=C.[CH2:35]([O:43][C:44]([O:47]CCCCCCCC)(C)[CH3:45])[CH2:36][CH2:37][CH2:38][CH2:39][CH2:40][CH2:41][CH3:42]. Product: [C:44]([O:43][CH2:35][CH2:36][CH2:37][CH2:38][CH2:39][CH2:40][CH2:41][CH3:42])(=[O:47])[CH3:45]. The catalyst class is: 11. (5) Reactant: [NH2:1][C:2]1[CH:7]=[CH:6][C:5]([O:8][CH3:9])=[CH:4][C:3]=1[S:10]([NH2:13])(=[O:12])=[O:11].[Cl:14][C:15]1[CH:20]=[CH:19][C:18]([CH2:21][CH2:22][S:23](Cl)(=[O:25])=[O:24])=[CH:17][CH:16]=1. Product: [Cl:14][C:15]1[CH:16]=[CH:17][C:18]([CH2:21][CH2:22][S:23]([NH:1][C:2]2[CH:7]=[CH:6][C:5]([O:8][CH3:9])=[CH:4][C:3]=2[S:10]([NH2:13])(=[O:11])=[O:12])(=[O:25])=[O:24])=[CH:19][CH:20]=1. The catalyst class is: 17.